From a dataset of Reaction yield outcomes from USPTO patents with 853,638 reactions. Predict the reaction yield, written as a fraction of the theoretical maximum amount of product (1.0 means a 100% yield; for example, 0.34 means a 34% yield). (1) The reactants are [CH2:1]([S:8][C:9]1[N:14]=[C:13]([CH2:15][NH:16]C(=O)OC(C)(C)C)[CH:12]=[C:11]([C:24]2[CH:29]=[CH:28][C:27]([C:30]([F:33])([F:32])[F:31])=[CH:26][CH:25]=2)[N:10]=1)[C:2]1[CH:7]=[CH:6][CH:5]=[CH:4][CH:3]=1.[ClH:34]. The catalyst is O1CCOCC1. The product is [ClH:34].[CH2:1]([S:8][C:9]1[N:14]=[C:13]([CH2:15][NH2:16])[CH:12]=[C:11]([C:24]2[CH:29]=[CH:28][C:27]([C:30]([F:32])([F:33])[F:31])=[CH:26][CH:25]=2)[N:10]=1)[C:2]1[CH:7]=[CH:6][CH:5]=[CH:4][CH:3]=1. The yield is 0.960. (2) The reactants are [Br:1][C:2]1[CH:3]=[CH:4][C:5]2=[C:6]([CH:15]=1)[O:7][CH2:8][CH2:9][C:10]([CH:13]=O)=[C:11]2Cl.C(=O)([O-])[O-].[K+].[K+].[C:22]([O:26][CH3:27])(=[O:25])[CH2:23][SH:24]. The catalyst is CN(C=O)C.O. The product is [Br:1][C:2]1[CH:3]=[CH:4][C:5]2[C:11]3[S:24][C:23]([C:22]([O:26][CH3:27])=[O:25])=[CH:13][C:10]=3[CH2:9][CH2:8][O:7][C:6]=2[CH:15]=1. The yield is 0.780. (3) The reactants are [CH2:1]([N:3]([CH2:14][CH2:15][NH:16][C:17]([C:19]1[CH:28]=[CH:27][C:26]2[C:21](=[CH:22][CH:23]=[C:24]([I:29])[CH:25]=2)[N:20]=1)=[O:18])[CH2:4][CH2:5][O:6][C:7]1[C:8]([F:13])=[N:9][CH:10]=[CH:11][CH:12]=1)[CH3:2].[ClH:30].Cl.C(N(CCNC(C1C=NC2C(=CC=C(I)C=2)N=1)=O)CCOC1C(F)=NC=CC=1)C. No catalyst specified. The product is [ClH:30].[ClH:30].[CH2:1]([N:3]([CH2:14][CH2:15][NH:16][C:17]([C:19]1[CH:28]=[CH:27][C:26]2[C:21](=[CH:22][CH:23]=[C:24]([I:29])[CH:25]=2)[N:20]=1)=[O:18])[CH2:4][CH2:5][O:6][C:7]1[C:8]([F:13])=[N:9][CH:10]=[CH:11][CH:12]=1)[CH3:2]. The yield is 0.810. (4) The reactants are [CH2:1]([O:8][C:9]1[N:14]=[CH:13][C:12]([CH2:15][C:16]2[CH:20]=[C:19]([C:21]3[C:22]([NH2:28])=[N:23][C:24]([NH2:27])=[CH:25][CH:26]=3)[O:18][N:17]=2)=[CH:11][CH:10]=1)[C:2]1[CH:7]=[CH:6][CH:5]=[CH:4][CH:3]=1.C(N(CC)CC)C.[CH3:36][O:37][CH2:38][C:39](Cl)=[O:40]. The catalyst is ClCCl. The product is [NH2:28][C:22]1[N:23]=[C:24]([NH:27][C:39](=[O:40])[CH2:38][O:37][CH3:36])[CH:25]=[CH:26][C:21]=1[C:19]1[O:18][N:17]=[C:16]([CH2:15][C:12]2[CH:13]=[N:14][C:9]([O:8][CH2:1][C:2]3[CH:7]=[CH:6][CH:5]=[CH:4][CH:3]=3)=[CH:10][CH:11]=2)[CH:20]=1. The yield is 0.0700. (5) The reactants are C([Mg]Cl)(C)C.I[C:7]1[CH:8]=[N:9][N:10]([CH:12]2[CH2:17][CH2:16][S:15](=[O:19])(=[O:18])[CH2:14][CH2:13]2)[CH:11]=1.CO[B:22]1[O:26][C:25]([CH3:28])([CH3:27])[C:24]([CH3:30])([CH3:29])[O:23]1. The catalyst is C1COCC1. The product is [CH3:29][C:24]1([CH3:30])[C:25]([CH3:28])([CH3:27])[O:26][B:22]([C:8]2[CH:7]=[CH:11][N:10]([CH:12]3[CH2:17][CH2:16][S:15](=[O:19])(=[O:18])[CH2:14][CH2:13]3)[N:9]=2)[O:23]1. The yield is 0.680.